Dataset: Full USPTO retrosynthesis dataset with 1.9M reactions from patents (1976-2016). Task: Predict the reactants needed to synthesize the given product. (1) Given the product [Br:1][C:2]1[CH:7]=[CH:6][C:5]([C:8]2[C:12]3[CH:13]=[CH:14][C:15]([C:29]#[C:28][C:26]([CH3:27])([OH:30])[CH3:25])=[CH:16][C:11]=3[S:10][N:9]=2)=[CH:4][CH:3]=1, predict the reactants needed to synthesize it. The reactants are: [Br:1][C:2]1[CH:7]=[CH:6][C:5]([C:8]2[C:12]3[CH:13]=[CH:14][C:15](OS(C(F)(F)F)(=O)=O)=[CH:16][C:11]=3[S:10][N:9]=2)=[CH:4][CH:3]=1.[CH3:25][C:26]([OH:30])([C:28]#[CH:29])[CH3:27]. (2) Given the product [NH2:14][C:13]1[S:12][C:10]2[CH:11]=[C:5]([C:1]([CH3:4])([CH3:2])[CH3:3])[CH:6]=[CH:7][C:8]=2[N:9]=1, predict the reactants needed to synthesize it. The reactants are: [C:1]([C:5]1[CH:11]=[CH:10][C:8]([NH2:9])=[CH:7][CH:6]=1)([CH3:4])([CH3:3])[CH3:2].[S-:12][C:13]#[N:14].[Na+].BrBr.O.N.